From a dataset of Peptide-MHC class I binding affinity with 185,985 pairs from IEDB/IMGT. Regression. Given a peptide amino acid sequence and an MHC pseudo amino acid sequence, predict their binding affinity value. This is MHC class I binding data. (1) The peptide sequence is GPSLRTTTV. The MHC is HLA-B35:01 with pseudo-sequence HLA-B35:01. The binding affinity (normalized) is 0.0847. (2) The binding affinity (normalized) is 0.0847. The MHC is HLA-B08:01 with pseudo-sequence HLA-B08:01. The peptide sequence is CEKRLLLKL. (3) The peptide sequence is VATFRDMLL. The MHC is HLA-A68:02 with pseudo-sequence HLA-A68:02. The binding affinity (normalized) is 0.197. (4) The peptide sequence is QEIDHLVSQGI. The MHC is H-2-Kk with pseudo-sequence H-2-Kk. The binding affinity (normalized) is 0.562. (5) The peptide sequence is CARRRLRTL. The MHC is HLA-B44:02 with pseudo-sequence HLA-B44:02. The binding affinity (normalized) is 0.0847.